From a dataset of Full USPTO retrosynthesis dataset with 1.9M reactions from patents (1976-2016). Predict the reactants needed to synthesize the given product. (1) Given the product [Cl:23][C:24]1[CH:25]=[C:26]([NH:38][C:39]2[C:48]3[C:43](=[CH:44][CH:45]=[CH:46][C:47]=3[O:7][CH2:6][CH2:5][NH:4][CH3:3])[N:42]=[CH:41][N:40]=2)[CH:27]=[CH:28][C:29]=1[O:30][CH2:31][C:32]1[CH:37]=[CH:36][CH:35]=[CH:34][N:33]=1, predict the reactants needed to synthesize it. The reactants are: [H-].[Na+].[CH3:3][NH:4][CH2:5][CH2:6][OH:7].C1OCCOCCOCCOCCOC1.[Cl:23][C:24]1[CH:25]=[C:26]([NH:38][C:39]2[C:48]3[C:43](=[CH:44][CH:45]=[CH:46][C:47]=3F)[N:42]=[CH:41][N:40]=2)[CH:27]=[CH:28][C:29]=1[O:30][CH2:31][C:32]1[CH:37]=[CH:36][CH:35]=[CH:34][N:33]=1. (2) Given the product [CH3:8][O:7][C:1](=[O:6])[C:2](=[CH:11][N:12]([CH3:14])[CH3:13])[C:3](=[O:4])[CH3:5], predict the reactants needed to synthesize it. The reactants are: [C:1]([O:7][CH3:8])(=[O:6])[CH2:2][C:3]([CH3:5])=[O:4].CO[CH:11](OC)[N:12]([CH3:14])[CH3:13]. (3) Given the product [Br:1][C:2]1[CH:3]=[C:4]([CH3:10])[C:5]2[N:9]=[C:11]([CH3:12])[N:8]([C:15]([O:17][C:18]([CH3:21])([CH3:20])[CH3:19])=[O:16])[C:6]=2[CH:7]=1, predict the reactants needed to synthesize it. The reactants are: [Br:1][C:2]1[CH:7]=[C:6]([NH2:8])[C:5]([NH2:9])=[C:4]([CH3:10])[CH:3]=1.[C:11](Cl)(=O)[CH3:12].[C:15](O[C:15]([O:17][C:18]([CH3:21])([CH3:20])[CH3:19])=[O:16])([O:17][C:18]([CH3:21])([CH3:20])[CH3:19])=[O:16]. (4) Given the product [NH2:19][C:4]1[CH:3]=[C:2]([CH3:1])[CH:7]=[CH:6][C:5]=1[S:8][C:9]1[CH:10]=[C:11]([NH:15][C:16](=[O:18])[CH3:17])[CH:12]=[CH:13][CH:14]=1, predict the reactants needed to synthesize it. The reactants are: [CH3:1][C:2]1[CH:7]=[CH:6][C:5]([S:8][C:9]2[CH:10]=[C:11]([NH:15][C:16](=[O:18])[CH3:17])[CH:12]=[CH:13][CH:14]=2)=[C:4]([N+:19]([O-])=O)[CH:3]=1.Cl[Sn]Cl.